From a dataset of Full USPTO retrosynthesis dataset with 1.9M reactions from patents (1976-2016). Predict the reactants needed to synthesize the given product. (1) Given the product [OH:15][CH2:14][C@H:9]1[C@H:8]([C:7]2[C:6]([O:16][CH3:17])=[CH:5][C:4]([O:18][CH3:19])=[C:3]3[C:2]=2[O:1][C:29]([C:28]2[CH:33]=[CH:34][C:25]([C:23]#[N:24])=[CH:26][CH:27]=2)=[CH:21][C:20]3=[O:22])[CH2:12][CH2:11][N:10]1[CH3:13], predict the reactants needed to synthesize it. The reactants are: [OH:1][C:2]1[C:7]([C@@H:8]2[CH2:12][CH2:11][N:10]([CH3:13])[C@H:9]2[CH2:14][OH:15])=[C:6]([O:16][CH3:17])[CH:5]=[C:4]([O:18][CH3:19])[C:3]=1[C:20](=[O:22])[CH3:21].[C:23]([C:25]1[CH:34]=[CH:33][C:28]([C:29](OC)=O)=[CH:27][CH:26]=1)#[N:24].[H-].[Na+]. (2) The reactants are: C(OC(=O)[NH:7][CH2:8][CH2:9][C:10]#[C:11][C:12]1[CH:17]=[CH:16][C:15]([C:18](=[O:21])[NH:19][CH3:20])=[C:14]([NH:22][CH2:23][CH3:24])[N:13]=1)(C)(C)C.C(O)(C(F)(F)F)=O. Given the product [NH2:7][CH2:8][CH2:9][C:10]#[C:11][C:12]1[CH:17]=[CH:16][C:15]([C:18]([NH:19][CH3:20])=[O:21])=[C:14]([NH:22][CH2:23][CH3:24])[N:13]=1, predict the reactants needed to synthesize it. (3) Given the product [Cl:18][C@H:6]([CH2:7][C:8]1[N:12]=[CH:11][NH:10][CH:9]=1)[C:13]([OH:15])=[O:14], predict the reactants needed to synthesize it. The reactants are: N([O-])=O.[Na+].N[C@@H:6]([C:13]([OH:15])=[O:14])[CH2:7][C:8]1[N:12]=[CH:11][NH:10][CH:9]=1.[OH-].[NH4+].[ClH:18]. (4) The reactants are: [F:1][C:2]1[CH:7]=[CH:6][C:5]([F:8])=[CH:4][C:3]=1[NH:9][C:10]1[N:15]2[N:16]=[CH:17][C:18]([S:19]([NH2:22])(=[O:21])=[O:20])=[C:14]2[N:13]=[CH:12][C:11]=1[C:23]([N:25]1[CH2:30][CH2:29][CH:28]([C:31]2[CH:36]=[CH:35][C:34]([F:37])=[CH:33][CH:32]=2)[CH2:27][CH2:26]1)=[O:24].[C:38](O)(=[O:40])[CH3:39]. Given the product [F:1][C:2]1[CH:7]=[CH:6][C:5]([F:8])=[CH:4][C:3]=1[NH:9][C:10]1[N:15]2[N:16]=[CH:17][C:18]([S:19]([NH:22][C:38](=[O:40])[CH3:39])(=[O:21])=[O:20])=[C:14]2[N:13]=[CH:12][C:11]=1[C:23]([N:25]1[CH2:30][CH2:29][CH:28]([C:31]2[CH:32]=[CH:33][C:34]([F:37])=[CH:35][CH:36]=2)[CH2:27][CH2:26]1)=[O:24], predict the reactants needed to synthesize it.